Dataset: Forward reaction prediction with 1.9M reactions from USPTO patents (1976-2016). Task: Predict the product of the given reaction. (1) The product is: [CH:24]([N:19]1[CH2:18][CH2:17][C:16]2[C:21](=[CH:22][C:13]([O:12][CH2:11][CH2:10][CH2:9][N:3]3[CH2:8][CH2:7][CH2:6][CH2:5][CH2:4]3)=[CH:14][CH:15]=2)[CH2:20]1)([CH3:26])[CH3:23]. Given the reactants Cl.Cl.[N:3]1([CH2:9][CH2:10][CH2:11][O:12][C:13]2[CH:22]=[C:21]3[C:16]([CH2:17][CH2:18][NH:19][CH2:20]3)=[CH:15][CH:14]=2)[CH2:8][CH2:7][CH2:6][CH2:5][CH2:4]1.[CH3:23][C:24]([CH3:26])=O, predict the reaction product. (2) Given the reactants [Cl:1][C:2]1[CH:7]=[CH:6][CH:5]=[CH:4][C:3]=1[CH:8]([N:12]1[CH2:17][CH2:16][C:15]2[S:18][CH:19]=[CH:20][C:14]=2[CH2:13]1)[C:9]([NH2:11])=[O:10].O.[C:22]12([CH2:32][S:33]([OH:36])(=[O:35])=[O:34])[C:29]([CH3:31])([CH3:30])[CH:26]([CH2:27][CH2:28]1)[CH2:25][C:23]2=[O:24], predict the reaction product. The product is: [C:22]12([CH2:32][S:33]([OH:36])(=[O:34])=[O:35])[C:29]([CH3:31])([CH3:30])[CH:26]([CH2:27][CH2:28]1)[CH2:25][C:23]2=[O:24].[Cl:1][C:2]1[CH:7]=[CH:6][CH:5]=[CH:4][C:3]=1[C@H:8]([N:12]1[CH2:17][CH2:16][C:15]2[S:18][CH:19]=[CH:20][C:14]=2[CH2:13]1)[C:9]([NH2:11])=[O:10]. (3) Given the reactants [CH3:1][O:2][C:3]([C:5]1[CH:10]=[CH:9][C:8]([OH:11])=[CH:7][N:6]=1)=[O:4].[H-].[Na+].[F:14][C:15]([F:26])([F:25])[CH2:16]OS(C(F)(F)F)(=O)=O.C(=O)([O-])[O-].[Na+].[Na+], predict the reaction product. The product is: [CH3:1][O:2][C:3]([C:5]1[CH:10]=[CH:9][C:8]([O:11][CH2:16][C:15]([F:26])([F:25])[F:14])=[CH:7][N:6]=1)=[O:4].